From a dataset of Full USPTO retrosynthesis dataset with 1.9M reactions from patents (1976-2016). Predict the reactants needed to synthesize the given product. Given the product [C:1]([C:3]1[CH:4]=[CH:5][C:6]([CH:9]2[CH2:14][CH2:13][N:12]([C:15]([C:17]3[CH:18]=[CH:19][C:20]([CH3:33])=[C:21]([NH:23][S:24]([CH:27]4[CH2:28][CH2:29][N:30]([CH3:34])[CH2:31][CH2:32]4)(=[O:26])=[O:25])[CH:22]=3)=[O:16])[CH2:11][CH2:10]2)=[CH:7][CH:8]=1)#[N:2], predict the reactants needed to synthesize it. The reactants are: [C:1]([C:3]1[CH:8]=[CH:7][C:6]([CH:9]2[CH2:14][CH2:13][N:12]([C:15]([C:17]3[CH:18]=[CH:19][C:20]([CH3:33])=[C:21]([NH:23][S:24]([CH:27]4[CH2:32][CH2:31][NH:30][CH2:29][CH2:28]4)(=[O:26])=[O:25])[CH:22]=3)=[O:16])[CH2:11][CH2:10]2)=[CH:5][CH:4]=1)#[N:2].[CH2:34]=O.